From a dataset of Full USPTO retrosynthesis dataset with 1.9M reactions from patents (1976-2016). Predict the reactants needed to synthesize the given product. (1) Given the product [C:25]([O:24][C:22]([NH:21][C:18]1[S:19][CH:20]=[C:16](/[C:15](=[N:29]/[O:30][C:31]2([C:34]([O:36][CH:37]([C:44]3[CH:49]=[CH:48][CH:47]=[CH:46][CH:45]=3)[C:38]3[CH:43]=[CH:42][CH:41]=[CH:40][CH:39]=3)=[O:35])[CH2:33][CH2:32]2)/[C:14]([NH:13][C@@H:12]2[C:11](=[O:51])[NH:10][C@@H:9]2[CH2:8][N:5]2[N:4]=[C:3]([CH2:2][NH:1][C:57](=[O:58])[O:59][CH2:60][CH2:61][NH:62][C:63](=[O:64])[O:65][C:66]([CH3:67])([CH3:68])[CH3:69])[CH:7]=[N:6]2)=[O:50])[N:17]=1)=[O:23])([CH3:27])([CH3:26])[CH3:28], predict the reactants needed to synthesize it. The reactants are: [NH2:1][CH2:2][C:3]1[CH:7]=[N:6][N:5]([CH2:8][C@@H:9]2[C@H:12]([NH:13][C:14](=[O:50])/[C:15](=[N:29]\[O:30][C:31]3([C:34]([O:36][CH:37]([C:44]4[CH:49]=[CH:48][CH:47]=[CH:46][CH:45]=4)[C:38]4[CH:43]=[CH:42][CH:41]=[CH:40][CH:39]=4)=[O:35])[CH2:33][CH2:32]3)/[C:16]3[N:17]=[C:18]([NH:21][C:22]([O:24][C:25]([CH3:28])([CH3:27])[CH3:26])=[O:23])[S:19][CH:20]=3)[C:11](=[O:51])[NH:10]2)[N:4]=1.N1([C:57]([O:59][CH2:60][CH2:61][NH:62][C:63]([O:65][C:66]([CH3:69])([CH3:68])[CH3:67])=[O:64])=[O:58])C=CN=C1. (2) Given the product [C:57]([C:54]1[O:55][C:56]2[C:52](=[C:51]([C:61]#[N:62])[C:50]([CH3:63])=[C:49]([C:64]3[O:65][CH:66]=[CH:67][CH:68]=3)[C:48]=2[N:73]2[CH2:74][CH2:75][C@H:71]([N:70]([CH3:76])[CH3:69])[CH2:72]2)[N:53]=1)([CH3:60])([CH3:59])[CH3:58], predict the reactants needed to synthesize it. The reactants are: C1C=CC(P(C2C=CC3C(=CC=CC=3)C=2C2C3C(=CC=CC=3)C=CC=2P(C2C=CC=CC=2)C2C=CC=CC=2)C2C=CC=CC=2)=CC=1.Br[C:48]1[C:49]([C:64]2[O:65][CH:66]=[CH:67][CH:68]=2)=[C:50]([CH3:63])[C:51]([C:61]#[N:62])=[C:52]2[C:56]=1[O:55][C:54]([C:57]([CH3:60])([CH3:59])[CH3:58])=[N:53]2.[CH3:69][N:70]([CH3:76])[C@H:71]1[CH2:75][CH2:74][NH:73][CH2:72]1.CC(C)([O-])C.[Na+]. (3) Given the product [Br:8][C:9]1[CH:10]=[C:11]2[C:15](=[C:16]([C:18]([NH2:35])=[O:19])[CH:17]=1)[NH:14][CH:13]=[C:12]2[CH:21]1[CH2:26][CH2:25][S:24](=[O:28])(=[O:27])[CH2:23][CH2:22]1, predict the reactants needed to synthesize it. The reactants are: N.O1CCOCC1.[Br:8][C:9]1[CH:10]=[C:11]2[C:15](=[C:16]([C:18](O)=[O:19])[CH:17]=1)[NH:14][CH:13]=[C:12]2[CH:21]1[CH2:26][CH2:25][S:24](=[O:28])(=[O:27])[CH2:23][CH2:22]1.C1C=CC2N(O)N=[N:35]C=2C=1.CCN=C=NCCCN(C)C.Cl.